This data is from Reaction yield outcomes from USPTO patents with 853,638 reactions. The task is: Predict the reaction yield, written as a fraction of the theoretical maximum amount of product (1.0 means a 100% yield; for example, 0.34 means a 34% yield). (1) The reactants are Cl.[CH2:2]1[C@H:6]2[CH2:7][CH2:8][NH:9][CH2:10][CH2:11][C@H:5]2[CH2:4][N:3]1[C:12]([O:14][C:15]([CH3:18])([CH3:17])[CH3:16])=[O:13].C(N(CC)CC)C.[Br:26][CH2:27][C:28](Cl)=[O:29]. The catalyst is ClCCl. The product is [Br:26][CH2:27][C:28]([N:9]1[CH2:8][CH2:7][C@H:6]2[CH2:2][N:3]([C:12]([O:14][C:15]([CH3:18])([CH3:17])[CH3:16])=[O:13])[CH2:4][C@H:5]2[CH2:11][CH2:10]1)=[O:29]. The yield is 0.690. (2) The reactants are I[C:2]1[CH:3]=[CH:4][C:5]([C:8]([N:10]2[CH2:15][CH2:14][CH2:13][CH2:12][CH2:11]2)=[O:9])=[N:6][CH:7]=1.C(P(C(C)(C)C)C1C=CC=CC=1C1C=CC=CC=1)(C)(C)C.[NH:37]1[CH2:42][CH2:41][O:40][CH2:39][CH2:38]1.CC(C)([O-])C.[Na+]. The catalyst is C1(C)C=CC=CC=1.C([O-])(=O)C.[Pd+2].C([O-])(=O)C.C(OCC)(=O)C. The product is [N:10]1([C:8]([C:5]2[N:6]=[CH:7][C:2]([N:37]3[CH2:42][CH2:41][O:40][CH2:39][CH2:38]3)=[CH:3][CH:4]=2)=[O:9])[CH2:15][CH2:14][CH2:13][CH2:12][CH2:11]1. The yield is 0.370. (3) The reactants are [CH2:1]([N:5]1[CH:10]=[CH:9][C:8]([CH3:12])([CH3:11])[CH2:7][CH2:6]1)[CH:2]([CH3:4])[CH3:3].C(N(CC)CC)C.[C:20]([C:24]1[CH:32]=[CH:31][C:27]([C:28](Cl)=[O:29])=[CH:26][CH:25]=1)([CH3:23])([CH3:22])[CH3:21].C(=O)([O-])[O-].[Na+].[Na+]. The catalyst is C(Cl)Cl.O. The product is [C:20]([C:24]1[CH:25]=[CH:26][C:27]([C:28]([C:9]2[C:8]([CH3:12])([CH3:11])[CH2:7][CH2:6][N:5]([CH2:1][CH:2]([CH3:4])[CH3:3])[CH:10]=2)=[O:29])=[CH:31][CH:32]=1)([CH3:23])([CH3:21])[CH3:22]. The yield is 0.380. (4) The reactants are [C:1]([O:5][C:6](=[O:15])[NH:7][C@@H:8]1[CH2:13][CH2:12][CH2:11][CH2:10][C@H:9]1[NH2:14])([CH3:4])([CH3:3])[CH3:2].C[O:17][CH:18]1[CH:22]([CH:23]=O)[CH2:21][CH:20](OC)O1. The catalyst is N1C=CC=CC=1.C(O)(=O)C. The product is [C:1]([O:5][C:6](=[O:15])[NH:7][C@@H:8]1[CH2:13][CH2:12][CH2:11][CH2:10][C@H:9]1[N:14]1[CH:20]=[CH:21][C:22]([CH:18]=[O:17])=[CH:23]1)([CH3:4])([CH3:2])[CH3:3]. The yield is 0.610. (5) The product is [Cl:27][CH2:28][CH2:29][CH2:30][CH2:31][CH2:32][CH2:33][O:34][CH2:35][CH2:36][O:37][CH2:38][CH2:39][NH:40][C:16]([CH:13]1[CH2:12][CH2:11][CH:10]([CH2:9][NH:8][C:6](=[O:7])[O:5][C:1]([CH3:2])([CH3:3])[CH3:4])[CH2:15][CH2:14]1)=[O:18]. The reactants are [C:1]([O:5][C:6]([NH:8][CH2:9][CH:10]1[CH2:15][CH2:14][CH:13]([C:16]([O:18]N2C(=O)CCC2=O)=O)[CH2:12][CH2:11]1)=[O:7])([CH3:4])([CH3:3])[CH3:2].Cl.[Cl:27][CH2:28][CH2:29][CH2:30][CH2:31][CH2:32][CH2:33][O:34][CH2:35][CH2:36][O:37][CH2:38][CH2:39][NH2:40].C(N(CC)C(C)C)(C)C. The catalyst is CN(C=O)C.C(Cl)Cl. The yield is 0.393.